This data is from NCI-60 drug combinations with 297,098 pairs across 59 cell lines. The task is: Regression. Given two drug SMILES strings and cell line genomic features, predict the synergy score measuring deviation from expected non-interaction effect. Drug 1: C1=CC(=CC=C1CC(C(=O)O)N)N(CCCl)CCCl.Cl. Drug 2: CC1=C(C=C(C=C1)C(=O)NC2=CC(=CC(=C2)C(F)(F)F)N3C=C(N=C3)C)NC4=NC=CC(=N4)C5=CN=CC=C5. Cell line: SN12C. Synergy scores: CSS=2.46, Synergy_ZIP=-3.92, Synergy_Bliss=-3.86, Synergy_Loewe=-6.22, Synergy_HSA=-5.94.